From a dataset of Forward reaction prediction with 1.9M reactions from USPTO patents (1976-2016). Predict the product of the given reaction. Given the reactants OC1C2N=NNC=2C=CC=1.Cl.CN(C)CCCN=C=NCC.[CH3:23][C:24]1[CH:33]=[CH:32][C:31]2[C:30]([C:34](O)=O)=[CH:29][CH:28]=[CH:27][C:26]=2[N:25]=1.[CH3:37][NH:38][C:39](=[S:42])[NH:40][NH2:41], predict the reaction product. The product is: [CH3:37][N:38]1[C:34]([C:30]2[CH:29]=[CH:28][CH:27]=[C:26]3[C:31]=2[CH:32]=[CH:33][C:24]([CH3:23])=[N:25]3)=[N:41][NH:40][C:39]1=[S:42].